Dataset: Catalyst prediction with 721,799 reactions and 888 catalyst types from USPTO. Task: Predict which catalyst facilitates the given reaction. (1) Reactant: [OH:1][C@H:2]1[C@@H:7]2[O:8][C:9]([CH3:13])([CH3:12])[O:10][CH2:11][C@H:6]2[O:5][C@@H:4]2[CH:14]([C:15]([O:17][CH2:18][CH3:19])=[O:16])[C@H:3]12.[H-].[Na+].[S:22](Cl)(=[O:25])(=[O:24])[NH2:23]. Product: [CH3:12][C:9]1([CH3:13])[O:8][C@H:7]2[C@H:2]([O:1][S:22](=[O:25])(=[O:24])[NH2:23])[C@H:3]3[CH:14]([C:15]([O:17][CH2:18][CH3:19])=[O:16])[C@H:4]3[O:5][C@@H:6]2[CH2:11][O:10]1. The catalyst class is: 3. (2) Reactant: [CH3:1][CH2:2][N:3]([CH2:6][CH2:7][NH:8][C:9]([C:11]1[C:15]([CH3:16])=[C:14](/[CH:17]=[C:18]2/[C:19]3[CH:24]=[C:23]([F:25])[CH:22]=[CH:21][C:20]=3[NH:26][C:27]/2=[O:28])[NH:13][C:12]=1[CH3:29])=[O:10])[CH2:4][CH3:5].[C:30]([OH:38])(=[O:37])[C@H:31]([CH2:33][C:34]([OH:36])=[O:35])[OH:32]. Product: [CH3:1][CH2:2][N:3]([CH2:6][CH2:7][NH:8][C:9]([C:11]1[C:15]([CH3:16])=[C:14](/[CH:17]=[C:18]2/[C:19]3[CH:24]=[C:23]([F:25])[CH:22]=[CH:21][C:20]=3[NH:26][C:27]/2=[O:28])[NH:13][C:12]=1[CH3:29])=[O:10])[CH2:4][CH3:5].[CH2:33]([C:34]([OH:36])=[O:35])[C@H:31]([OH:32])[C:30]([OH:38])=[O:37]. The catalyst class is: 5.